This data is from Full USPTO retrosynthesis dataset with 1.9M reactions from patents (1976-2016). The task is: Predict the reactants needed to synthesize the given product. (1) Given the product [NH2:7][C:8]1[CH:13]=[CH:12][C:11]([F:14])=[C:10]([CH:9]=1)[O:15][C:16]1[N:21]=[C:20]2[S:22][C:23]([NH:25][C:26](=[O:28])[CH3:27])=[N:24][C:19]2=[CH:18][CH:17]=1, predict the reactants needed to synthesize it. The reactants are: C(OC(=O)[NH:7][C:8]1[CH:13]=[CH:12][C:11]([F:14])=[C:10]([O:15][C:16]2[N:21]=[C:20]3[S:22][C:23]([NH:25][C:26](=[O:28])[CH3:27])=[N:24][C:19]3=[CH:18][CH:17]=2)[CH:9]=1)(C)(C)C. (2) Given the product [NH2:5][C@H:4]1[C@@H:3]([CH3:9])[C@H:2]([CH3:10])[O:7][C:6]1=[O:8], predict the reactants needed to synthesize it. The reactants are: O[C@@H:2]([CH3:10])[C@H:3]([CH3:9])[C@@H:4]([C:6]([OH:8])=[O:7])[NH2:5].Cl.N[C@H]1[C@@H](C)[C@H](C)OC1=O. (3) The reactants are: [CH2:1]([N:8]1[CH:16]=[N:15][C:14]2[C:9]1=[N:10][CH:11]=[N:12][C:13]=2[NH2:17])[C:2]1[CH:7]=[CH:6][CH:5]=[CH:4][CH:3]=1.[Br:18]N1C(=O)CCC1=O. Given the product [CH2:1]([N:8]1[C:16]([Br:18])=[N:15][C:14]2[C:9]1=[N:10][CH:11]=[N:12][C:13]=2[NH2:17])[C:2]1[CH:7]=[CH:6][CH:5]=[CH:4][CH:3]=1, predict the reactants needed to synthesize it. (4) Given the product [CH2:1]=[CH:2][C:3]1[CH:4]=[CH:11][CH:10]=[CH:9][CH:8]=1.[CH2:11]([O:6][C:4](=[O:5])[CH:3]=[CH2:2])[CH2:12][CH2:13][CH3:17], predict the reactants needed to synthesize it. The reactants are: [C:1]1(=O)[O:6][C:4](=[O:5])[CH:3]=[CH:2]1.[CH3:8][C:9]1(C)N([O])[C:13]([CH3:17])(C)[CH2:12][CH2:11][CH2:10]1.CC(N=NC(C#N)(C)C)(C#N)C. (5) Given the product [NH2:13][C:7]1[N:8]=[C:9]([NH:19][CH2:14][CH2:15][CH2:16][CH2:17][CH3:18])[C:10]([CH3:11])=[C:5]([CH2:1][CH2:2][CH2:3][CH3:4])[N:6]=1, predict the reactants needed to synthesize it. The reactants are: [CH2:1]([C:5]1[C:10]([CH3:11])=[C:9](Cl)[N:8]=[C:7]([NH2:13])[N:6]=1)[CH2:2][CH2:3][CH3:4].[CH2:14]([NH2:19])[CH2:15][CH2:16][CH2:17][CH3:18].